This data is from Catalyst prediction with 721,799 reactions and 888 catalyst types from USPTO. The task is: Predict which catalyst facilitates the given reaction. (1) Reactant: C(OC(=O)[NH:10][C:11]1[N:15]=[C:14]([C:16]2[S:17][C:18]3[CH2:19][CH2:20][O:21][C:22]4[CH:29]=[C:28]([CH:30]5[CH2:33][N:32]([CH2:34][CH2:35][S:36]([CH3:39])(=[O:38])=[O:37])[CH2:31]5)[CH:27]=[CH:26][C:23]=4[C:24]=3[N:25]=2)[N:13]([CH:40]([CH3:42])[CH3:41])[N:12]=1)C1C=CC=CC=1. Product: [CH:40]([N:13]1[C:14]([C:16]2[S:17][C:18]3[CH2:19][CH2:20][O:21][C:22]4[CH:29]=[C:28]([CH:30]5[CH2:31][N:32]([CH2:34][CH2:35][S:36]([CH3:39])(=[O:37])=[O:38])[CH2:33]5)[CH:27]=[CH:26][C:23]=4[C:24]=3[N:25]=2)=[N:15][C:11]([NH2:10])=[N:12]1)([CH3:42])[CH3:41]. The catalyst class is: 45. (2) Reactant: CN(C(ON1N=NC2C=CC=NC1=2)=[N+](C)C)C.F[P-](F)(F)(F)(F)F.[NH2:25][C:26]1[C:27]([C:36]([OH:38])=O)=[CH:28][C:29]2[C:34]([CH:35]=1)=[CH:33][CH:32]=[CH:31][CH:30]=2.[CH2:39]([O:43][CH2:44][C@@H:45]([C:47]([O:49][CH3:50])=[O:48])[NH2:46])[CH2:40][CH2:41][CH3:42].C(N(C(C)C)CC)(C)C. Product: [NH2:25][C:26]1[C:27]([C:36]([NH:46][C@H:45]([C:47]([O:49][CH3:50])=[O:48])[CH2:44][O:43][CH2:39][CH2:40][CH2:41][CH3:42])=[O:38])=[CH:28][C:29]2[C:34]([CH:35]=1)=[CH:33][CH:32]=[CH:31][CH:30]=2. The catalyst class is: 3. (3) Reactant: [C:1]([C:5]1[CH:10]=[CH:9][C:8]([CH:11]2[CH2:13][CH:12]2[C:14]([OH:16])=O)=[CH:7][C:6]=1[F:17])([CH3:4])([CH3:3])[CH3:2].C(Cl)(=O)C(Cl)=O.Cl.Cl.[NH2:26][CH2:27][C:28]([C:30]1[N:31]([CH3:35])[CH:32]=[CH:33][N:34]=1)=[O:29].C(N(CC)CC)C. Product: [C:1]([C:5]1[CH:10]=[CH:9][C:8]([CH:11]2[CH2:13][CH:12]2[C:14]([NH:26][CH2:27][C:28]([C:30]2[N:31]([CH3:35])[CH:32]=[CH:33][N:34]=2)=[O:29])=[O:16])=[CH:7][C:6]=1[F:17])([CH3:2])([CH3:3])[CH3:4]. The catalyst class is: 120. (4) Reactant: [Br:1][C:2]1[CH:3]=[N:4][C:5]([NH2:8])=[N:6][CH:7]=1.[H-].[Na+].[CH2:11]([O:13][C:14](=[O:30])[CH2:15][C@H:16]1[C:24]2[C:19](=[CH:20][C:21]([O:25][CH2:26][CH2:27][CH2:28]Br)=[CH:22][CH:23]=2)[CH2:18][CH2:17]1)[CH3:12].[NH4+].[Cl-]. Product: [Br:1][C:2]1[CH:3]=[N:4][C:5]([NH:8][CH2:28][CH2:27][CH2:26][O:25][C:21]2[CH:20]=[C:19]3[C:24](=[CH:23][CH:22]=2)[C@H:16]([CH2:15][C:14]([O:13][CH2:11][CH3:12])=[O:30])[CH2:17][CH2:18]3)=[N:6][CH:7]=1. The catalyst class is: 3. (5) Reactant: [C:1]([C:5]1[CH:6]=[C:7]2[C:12](=[CH:13][CH:14]=1)[N:11]=[CH:10][C:9]([C:15]([O:17][CH2:18][CH3:19])=[O:16])=[C:8]2Cl)([CH3:4])([CH3:3])[CH3:2].C(N(CC)CC)C. Product: [C:1]([C:5]1[CH:6]=[C:7]2[C:12](=[CH:13][CH:14]=1)[N:11]=[CH:10][C:9]([C:15]([O:17][CH2:18][CH3:19])=[O:16])=[CH:8]2)([CH3:4])([CH3:2])[CH3:3]. The catalyst class is: 178.